This data is from Reaction yield outcomes from USPTO patents with 853,638 reactions. The task is: Predict the reaction yield, written as a fraction of the theoretical maximum amount of product (1.0 means a 100% yield; for example, 0.34 means a 34% yield). (1) The yield is 0.820. The catalyst is [Cu]I.CS(C)=O. The product is [NH2:1][C:2]1[C:6]([C:7]([O:9][CH2:10][CH3:11])=[O:8])=[CH:5][N:4]([C:13]2[S:17][C:16]([C:18]([F:21])([F:20])[F:19])=[N:15][CH:14]=2)[N:3]=1. The reactants are [NH2:1][C:2]1[C:6]([C:7]([O:9][CH2:10][CH3:11])=[O:8])=[CH:5][NH:4][N:3]=1.Br[C:13]1[S:17][C:16]([C:18]([F:21])([F:20])[F:19])=[N:15][CH:14]=1.N1CCC[C@H]1C(O)=O.C([O-])([O-])=O.[K+].[K+]. (2) The reactants are [C:1]([C:3]1[CH:8]=[CH:7][C:6]([F:9])=[C:5]([CH3:10])[CH:4]=1)#[CH:2].C(N(CC)CC)C.[Cl:18][C:19]1[CH:20]=[C:21](OS(C(F)(F)F)(=O)=O)[CH:22]=[N:23][CH:24]=1. The catalyst is C(OCC)(=O)C.[Cu]I.C1(C=CC=CC=1)[P](C1C=CC=CC=1)(C1C=CC=CC=1)[Pd][P](C1C=CC=CC=1)(C1C=CC=CC=1)C1C=CC=CC=1. The product is [Cl:18][C:19]1[CH:24]=[N:23][CH:22]=[C:21]([C:2]#[C:1][C:3]2[CH:8]=[CH:7][C:6]([F:9])=[C:5]([CH3:10])[CH:4]=2)[CH:20]=1. The yield is 0.440. (3) The reactants are [F:1][C:2]1[CH:7]=[CH:6][C:5]([C:8]2[N:12]([CH2:13][C:14]([O:16][CH2:17][CH3:18])=[O:15])[N:11]=[C:10]([CH3:19])[CH:9]=2)=[CH:4][CH:3]=1.[Br:20]N1C(=O)CCC1=O. The catalyst is CN(C)C=O. The product is [CH2:17]([O:16][C:14](=[O:15])[CH2:13][N:12]1[C:8]([C:5]2[CH:4]=[CH:3][C:2]([F:1])=[CH:7][CH:6]=2)=[C:9]([Br:20])[C:10]([CH3:19])=[N:11]1)[CH3:18]. The yield is 0.940. (4) The reactants are [I:1][C:2]1[CH:3]=[C:4]([CH:8]=[CH:9][C:10]=1[OH:11])[C:5]([OH:7])=[O:6].S(=O)(=O)(O)O.Cl[CH2:18]Cl.C(=O)(O)[O-].[Na+]. The catalyst is CO.C(OCC)(=O)C. The product is [OH:11][C:10]1[CH:9]=[CH:8][C:4]([C:5]([O:7][CH3:18])=[O:6])=[CH:3][C:2]=1[I:1]. The yield is 0.590. (5) The reactants are CO[C:3]([C:5]1[S:9][N:8]=[C:7]([O:10][CH2:11][C:12]2[C:13]([C:18]3[CH:23]=[CH:22][CH:21]=[CH:20][N:19]=3)=[N:14][O:15][C:16]=2[CH3:17])[CH:6]=1)=[O:4].COC(C1ON=C(OC[C:35]2[C:36]([C:41]3C=CC=CN=3)=[N:37]OC=2C)C=1)=O.C(N)(C)C. No catalyst specified. The product is [CH:36]([NH:37][C:3]([C:5]1[S:9][N:8]=[C:7]([O:10][CH2:11][C:12]2[C:13]([C:18]3[CH:23]=[CH:22][CH:21]=[CH:20][N:19]=3)=[N:14][O:15][C:16]=2[CH3:17])[CH:6]=1)=[O:4])([CH3:41])[CH3:35]. The yield is 0.830. (6) The reactants are [CH3:1][C:2]1[N:3]=[C:4]([CH2:7][C:8]#[N:9])[NH:5][CH:6]=1.C([O:12][C:13](=O)[CH:14]([C:18]1[CH:23]=[CH:22][CH:21]=[CH:20][CH:19]=1)[C:15]([CH3:17])=O)C. The catalyst is O. The product is [CH3:1][C:2]1[NH:3][C:4]2[N:5]([CH:6]=1)[C:13](=[O:12])[C:14]([C:18]1[CH:23]=[CH:22][CH:21]=[CH:20][CH:19]=1)=[C:15]([CH3:17])[C:7]=2[C:8]#[N:9]. The yield is 0.610. (7) The reactants are [N:1]([CH2:4][CH2:5][CH:6]([S:11]([OH:14])(=[O:13])=[O:12])[C:7]([O:9]C)=[O:8])=[N+:2]=[N-:3]. The catalyst is Cl. The product is [N:1]([CH2:4][CH2:5][CH:6]([S:11]([OH:14])(=[O:12])=[O:13])[C:7]([OH:9])=[O:8])=[N+:2]=[N-:3]. The yield is 0.990. (8) The reactants are N1C=CC=CC=1[C:7](O)=[O:8].[CH:10]1[CH:11]=[CH:12][C:13]2N(O)N=[N:16][C:14]=2C=1.CCN=C=NCCCN(C)C.Cl.CCN(CC)CC.[CH3:39][O:40][C:41]1[CH:50]=[C:49]([O:51][CH3:52])[CH:48]=[C:47]2[C:42]=1[C:43](=[O:65])[NH:44][C:45]([C:53]1[CH:58]=[CH:57][C:56]([N:59]3[CH2:64][CH2:63][NH:62][CH2:61][CH2:60]3)=[CH:55][CH:54]=1)=[N:46]2. The catalyst is C1COCC1. The product is [CH3:39][O:40][C:41]1[CH:50]=[C:49]([O:51][CH3:52])[CH:48]=[C:47]2[C:42]=1[C:43](=[O:65])[NH:44][C:45]([C:53]1[CH:58]=[CH:57][C:56]([N:59]3[CH2:60][CH2:61][NH:62][CH2:63][CH:64]3[C:7](=[O:8])[C:12]3[CH:11]=[CH:10][N:16]=[CH:14][CH:13]=3)=[CH:55][CH:54]=1)=[N:46]2. The yield is 0.620. (9) The reactants are [C:1]1([CH3:11])[CH:6]=[CH:5][C:4]([S:7]([O-:10])(=[O:9])=[O:8])=[CH:3][CH:2]=1.C([S:31][CH2:32][CH2:33][O:34][CH2:35][CH2:36][N+:37]([CH3:40])([CH3:39])[CH3:38])(C1C=CC=CC=1)(C1C=CC=CC=1)C1C=CC=CC=1. The catalyst is FC(F)(F)C(O)=O. The product is [C:1]1([CH3:11])[CH:2]=[CH:3][C:4]([S:7]([O-:10])(=[O:8])=[O:9])=[CH:5][CH:6]=1.[SH:31][CH2:32][CH2:33][O:34][CH2:35][CH2:36][N+:37]([CH3:40])([CH3:39])[CH3:38]. The yield is 0.840.